This data is from Reaction yield outcomes from USPTO patents with 853,638 reactions. The task is: Predict the reaction yield, written as a fraction of the theoretical maximum amount of product (1.0 means a 100% yield; for example, 0.34 means a 34% yield). (1) The reactants are Cl[C:2]1[C:7]([NH2:8])=[C:6]([Cl:9])[N:5]=[C:4]([NH2:10])[N:3]=1.Cl.[N+:12]([C:15]1[CH:16]=[C:17]([CH:20]=[CH:21][CH:22]=1)[CH2:18][NH2:19])([O-:14])=[O:13].C(N(CC)CC)C. The catalyst is CCCCO. The product is [Cl:9][C:6]1[N:5]=[C:4]([NH2:10])[N:3]=[C:2]([NH:19][CH2:18][C:17]2[CH:20]=[CH:21][CH:22]=[C:15]([N+:12]([O-:14])=[O:13])[CH:16]=2)[C:7]=1[NH2:8]. The yield is 0.760. (2) The reactants are Br[C:2]1[CH:3]=[N:4][CH:5]=[CH:6][CH:7]=1.C([Li])CCC.N1C=CC=CC=1[Li].[O:20]=[C:21]1[CH2:27][CH:26]2[CH2:28][CH:22]1[CH2:23][N:24]([C:29]([O:31][CH2:32][CH3:33])=[O:30])[CH2:25]2. The catalyst is C(OCC)C.C1COCC1. The product is [OH:20][C:21]1([C:2]2[CH:3]=[N:4][CH:5]=[CH:6][CH:7]=2)[CH2:27][CH:26]2[CH2:28][CH:22]1[CH2:23][N:24]([C:29]([O:31][CH2:32][CH3:33])=[O:30])[CH2:25]2. The yield is 0.860. (3) The reactants are OS(O)(=O)=O.[OH:6][C:7]1[CH:8]=[C:9]([CH2:13][C:14]([OH:16])=[O:15])[CH:10]=[CH:11][CH:12]=1.[CH3:17][CH2:18]O. No catalyst specified. The product is [CH2:17]([O:15][C:14](=[O:16])[CH2:13][C:9]1[CH:10]=[CH:11][CH:12]=[C:7]([OH:6])[CH:8]=1)[CH3:18]. The yield is 0.960. (4) The reactants are [F:1][CH:2]([F:5])[CH2:3]Cl.[C:6]1(=[O:16])[NH:10][C:9](=[O:11])[C:8]2=[CH:12][CH:13]=[CH:14][CH:15]=[C:7]12.C(=O)([O-])[O-].[K+].[K+]. The catalyst is [Br-].C([N+](CCCC)(CCCC)CCCC)CCC.CN(C)C=O. The product is [F:1][CH:2]([F:5])[CH2:3][N:10]1[C:6](=[O:16])[C:7]2[C:8](=[CH:12][CH:13]=[CH:14][CH:15]=2)[C:9]1=[O:11]. The yield is 0.977. (5) The catalyst is ClCCCl.O. The product is [Cl:13][C:14]1[CH:15]=[CH:16][C:17]([C:20]2[NH:21][C:22]([C:8](=[O:11])[CH2:9][CH3:10])=[CH:23][C:24]=2[CH3:25])=[CH:18][CH:19]=1. The yield is 0.830. The reactants are P(Cl)(Cl)(Cl)=O.CN(C)[C:8](=[O:11])[CH2:9][CH3:10].[Cl:13][C:14]1[CH:19]=[CH:18][C:17]([C:20]2[NH:21][CH:22]=[CH:23][C:24]=2[CH3:25])=[CH:16][CH:15]=1.O.O.O.C([O-])(=O)C.[Na+]. (6) No catalyst specified. The yield is 0.560. The reactants are [NH2:1][CH2:2][C:3]1[C:12](=[O:13])[C:11]2[C:6](=[CH:7][C:8]([Cl:14])=[CH:9][CH:10]=2)[N:5]([C:15]2[CH:20]=[CH:19][CH:18]=[CH:17][CH:16]=2)[CH:4]=1.[CH:21]([N:24]([CH2:28]C)C(C)C)(C)C.[NH:30]1[CH2:35][CH2:34][O:33][CH2:32][CH2:31]1.C[N:37]1C(=O)CCC1. The product is [Cl:14][C:8]1[CH:7]=[C:6]2[C:11]([C:12](=[O:13])[C:3]([CH2:2][NH:1][C:21]([N:30]3[CH2:35][CH2:34][O:33][CH2:32][CH2:31]3)=[N:24][C:28]#[N:37])=[CH:4][N:5]2[C:15]2[CH:16]=[CH:17][CH:18]=[CH:19][CH:20]=2)=[CH:10][CH:9]=1. (7) The reactants are Cl[C:2]1[CH:7]=[C:6]([O:8][C:9]2[C:10]([CH3:26])=[CH:11][C:12]([NH:15][C:16]([N:18]3[CH2:22][CH2:21][N:20]([CH2:23][CH3:24])[C:19]3=[O:25])=[O:17])=[N:13][CH:14]=2)[CH:5]=[CH:4][N:3]=1.[CH3:27][C:28]1[N:29]=[CH:30][NH:31][CH:32]=1.[O-]P([O-])([O-])=O.[K+].[K+].[K+]. The catalyst is C1(C)C=CC=CC=1.O1CCOCC1.C1C=CC(/C=C/C(/C=C/C2C=CC=CC=2)=O)=CC=1.C1C=CC(/C=C/C(/C=C/C2C=CC=CC=2)=O)=CC=1.C1C=CC(/C=C/C(/C=C/C2C=CC=CC=2)=O)=CC=1.[Pd].[Pd]. The product is [CH2:23]([N:20]1[CH2:21][CH2:22][N:18]([C:16]([NH:15][C:12]2[CH:11]=[C:10]([CH3:26])[C:9]([O:8][C:6]3[CH:5]=[CH:4][N:3]=[C:2]([N:31]4[CH:32]=[C:28]([CH3:27])[N:29]=[CH:30]4)[CH:7]=3)=[CH:14][N:13]=2)=[O:17])[C:19]1=[O:25])[CH3:24]. The yield is 0.320. (8) The reactants are Br[C:2]1[S:3][CH:4]=[C:5]([C:7]2[CH:12]=[CH:11][CH:10]=[C:9]([Cl:13])[C:8]=2[Cl:14])[N:6]=1.[N:15]1([C:21]([O:23][C:24]([CH3:27])([CH3:26])[CH3:25])=[O:22])[CH2:20][CH2:19][NH:18][CH2:17][CH2:16]1.C(=O)([O-])[O-].[K+].[K+].O. The catalyst is CN(C)C=O. The product is [Cl:14][C:8]1[C:9]([Cl:13])=[CH:10][CH:11]=[CH:12][C:7]=1[C:5]1[N:6]=[C:2]([N:18]2[CH2:17][CH2:16][N:15]([C:21]([O:23][C:24]([CH3:27])([CH3:26])[CH3:25])=[O:22])[CH2:20][CH2:19]2)[S:3][CH:4]=1. The yield is 0.0760. (9) The reactants are [I-:1].[NH:2]1[CH:6]=[CH:5][CH:4]=[C:3]1[CH2:7][N+](C)(C)C.[C:12]1([P:18]([C:25]2C=CC=CC=2)[C:19]2C=CC=CC=2)C=CC=CC=1. The catalyst is C(#N)C. The product is [I-:1].[NH:2]1[CH:6]=[CH:5][CH:4]=[C:3]1[CH2:7][P+:18]([CH3:25])([CH3:19])[CH3:12]. The yield is 0.920. (10) The reactants are [CH3:1][O:2][C:3]1[CH:11]=[CH:10][C:6]2[CH:7]=[CH:8][S:9][C:5]=2[CH:4]=1.C([Li])CCC.[B:17](OC(C)C)([O:22]C(C)C)[O:18]C(C)C. The catalyst is O1CCCC1. The product is [CH3:1][O:2][C:3]1[CH:11]=[CH:10][C:6]2[CH:7]=[C:8]([B:17]([OH:22])[OH:18])[S:9][C:5]=2[CH:4]=1. The yield is 0.430.